Task: Predict which catalyst facilitates the given reaction.. Dataset: Catalyst prediction with 721,799 reactions and 888 catalyst types from USPTO (1) Reactant: C(OC(=O)[NH:7][CH2:8][C:9]1[CH:14]=[CH:13][C:12]([C:15]2[NH:39][C:18]3=[N:19][CH:20]=[C:21]([Br:38])[C:22]([N:23]4[CH2:28][CH2:27][N:26]([CH2:29][C:30](=[O:37])[NH:31][C:32]5[S:33][CH:34]=[CH:35][N:36]=5)[CH2:25][CH2:24]4)=[C:17]3[N:16]=2)=[CH:11][CH:10]=1)(C)(C)C.FC(F)(F)C(O)=O. Product: [NH2:7][CH2:8][C:9]1[CH:14]=[CH:13][C:12]([C:15]2[NH:39][C:18]3=[N:19][CH:20]=[C:21]([Br:38])[C:22]([N:23]4[CH2:24][CH2:25][N:26]([CH2:29][C:30]([NH:31][C:32]5[S:33][CH:34]=[CH:35][N:36]=5)=[O:37])[CH2:27][CH2:28]4)=[C:17]3[N:16]=2)=[CH:11][CH:10]=1. The catalyst class is: 4. (2) Reactant: [Cl:1][C:2]1[CH:3]=[C:4]([CH:10]=[CH:11][CH:12]=1)[CH2:5]P(=O)([O-])[O-].[Li]CCCC.[CH3:18][CH2:19][CH2:20][CH2:21][CH2:22][CH3:23].C(=O)CCCC#C. Product: [Cl:1][C:2]1[CH:12]=[CH:11][CH:10]=[C:4]([CH:5]=[CH:23][CH2:22][CH2:21][CH2:20][C:19]#[CH:18])[CH:3]=1. The catalyst class is: 1.